This data is from Reaction yield outcomes from USPTO patents with 853,638 reactions. The task is: Predict the reaction yield, written as a fraction of the theoretical maximum amount of product (1.0 means a 100% yield; for example, 0.34 means a 34% yield). (1) The reactants are [CH:1]1([N:6]2[CH2:12][CH2:11][C:10](=[O:13])[N:9]([CH3:14])[C:8]3[CH:15]=[N:16][C:17]([NH:19][C:20]4[CH:34]=[CH:33][C:23]([C:24]([NH:26][CH:27]5[CH2:32][CH2:31][NH:30][CH2:29][CH2:28]5)=[O:25])=[CH:22][C:21]=4[O:35][CH3:36])=[N:18][C:7]2=3)[CH2:5][CH2:4][CH2:3][CH2:2]1.C(O[BH-](OC(=O)C)OC(=O)C)(=O)C.[Na+].[O:51]1[CH2:56][CH2:55][C:54](=O)[CH2:53][CH2:52]1.C(O)(=O)C. The catalyst is C(Cl)Cl. The product is [CH:1]1([N:6]2[CH2:12][CH2:11][C:10](=[O:13])[N:9]([CH3:14])[C:8]3[CH:15]=[N:16][C:17]([NH:19][C:20]4[CH:34]=[CH:33][C:23]([C:24]([NH:26][CH:27]5[CH2:32][CH2:31][N:30]([CH:54]6[CH2:55][CH2:56][O:51][CH2:52][CH2:53]6)[CH2:29][CH2:28]5)=[O:25])=[CH:22][C:21]=4[O:35][CH3:36])=[N:18][C:7]2=3)[CH2:2][CH2:3][CH2:4][CH2:5]1. The yield is 0.250. (2) The reactants are [NH2:1][CH:2]([C:7]1[CH:12]=[CH:11][C:10]([OH:13])=[CH:9][CH:8]=1)[CH2:3][C:4]([OH:6])=[O:5].Cl(O)(=O)(=O)=O. The catalyst is C(OC(C)(C)C)(=O)C. The product is [C:7]([O:5][C:4](=[O:6])[CH2:3][CH:2]([NH2:1])[C:7]1[CH:8]=[CH:9][C:10]([OH:13])=[CH:11][CH:12]=1)([CH3:12])([CH3:8])[CH3:2]. The yield is 0.600. (3) The reactants are [CH3:1][C:2]1[S:6][C:5]([C:7]([O:9][CH3:10])=[O:8])=[CH:4][C:3]=1[C:11]1[N:15]([CH3:16])[N:14]=[CH:13][CH:12]=1.C1C(=O)N([Br:24])C(=O)C1. The catalyst is O1CCCC1. The product is [Br:24][C:12]1[CH:13]=[N:14][N:15]([CH3:16])[C:11]=1[C:3]1[CH:4]=[C:5]([C:7]([O:9][CH3:10])=[O:8])[S:6][C:2]=1[CH3:1]. The yield is 0.780. (4) The yield is 0.400. The product is [Br:1][C:2]1[CH:3]=[C:4]2[C:10]3([CH2:14][CH2:13][N:12]([C:40](=[O:41])[CH2:39][NH:38][C:31](=[O:32])[O:33][C:34]([CH3:35])([CH3:36])[CH3:37])[CH2:11]3)[CH2:9][N:8]([C:15](=[O:16])[NH:17][C:18]3[S:19][C:20]([Cl:23])=[CH:21][N:22]=3)[C:5]2=[CH:6][CH:7]=1. The reactants are [Br:1][C:2]1[CH:3]=[C:4]2[C:10]3([CH2:14][CH2:13][NH:12][CH2:11]3)[CH2:9][N:8]([C:15]([NH:17][C:18]3[S:19][C:20]([Cl:23])=[CH:21][N:22]=3)=[O:16])[C:5]2=[CH:6][CH:7]=1.C(N(CC)CC)C.[C:31]([NH:38][CH2:39][C:40](O)=[O:41])([O:33][C:34]([CH3:37])([CH3:36])[CH3:35])=[O:32].Cl.C(N=C=NCCCN(C)C)C. The catalyst is C(Cl)Cl.O. (5) The reactants are O=C1O[C@H]([C@H](CO)O)C([O-])=C1O.[Na+].[C:14]1([C:20]#[CH:21])[CH:19]=[CH:18][CH:17]=[CH:16][CH:15]=1.[CH:22](=[C:29]1[C:34](=[O:35])[O:33][C:32]([CH3:37])([CH3:36])[O:31][C:30]1=[O:38])[C:23]1[CH:28]=[CH:27][CH:26]=[CH:25][CH:24]=1. The catalyst is O.ClCCl.O.C([O-])(=O)C.[Cu+2].C([O-])(=O)C. The product is [C:23]1([C@H:22]([CH:29]2[C:30](=[O:38])[O:31][C:32]([CH3:36])([CH3:37])[O:33][C:34]2=[O:35])[C:21]#[C:20][C:14]2[CH:19]=[CH:18][CH:17]=[CH:16][CH:15]=2)[CH:28]=[CH:27][CH:26]=[CH:25][CH:24]=1. The yield is 0.640. (6) The reactants are [Cl:1][C:2]1[CH:3]=[C:4]([CH2:9][C:10]#[N:11])[CH:5]=[CH:6][C:7]=1[Cl:8].C([Li])CCC.[N+:17]([C:20]1[CH:21]=[C:22]([CH:25]=[CH:26][CH:27]=1)[CH:23]=[O:24])([O-:19])=[O:18].C(O)(=O)C. The catalyst is C1COCC1.C([O-])(O)=O.[Na+]. The product is [Cl:1][C:2]1[CH:3]=[C:4]([CH:9]([CH:23]([OH:24])[C:22]2[CH:25]=[CH:26][CH:27]=[C:20]([N+:17]([O-:19])=[O:18])[CH:21]=2)[C:10]#[N:11])[CH:5]=[CH:6][C:7]=1[Cl:8]. The yield is 0.870. (7) The reactants are [Si:1]([O:18][CH2:19][C@H:20]1[O:24][C@@H:23]([N:25]2[C:35]3[N:34]=[C:32]([NH2:33])[NH:31][C:29](=[O:30])[C:28]=3[N:27]=[CH:26]2)[C@H:22]([O:36][CH2:37][CH2:38][OH:39])[C@@H:21]1[OH:40])([C:14]([CH3:17])([CH3:16])[CH3:15])([C:8]1[CH:13]=[CH:12][CH:11]=[CH:10][CH:9]=1)[C:2]1[CH:7]=[CH:6][CH:5]=[CH:4][CH:3]=1.N1C=CC=CC=1.C[Si](C)(C)Cl.[C:52](Cl)(=[O:56])[CH:53]([CH3:55])[CH3:54]. The catalyst is CCOC(C)=O.O. The product is [Si:1]([O:18][CH2:19][C@H:20]1[O:24][C@@H:23]([N:25]2[C:35]3[N:34]=[C:32]([NH:33][C:52](=[O:56])[CH:53]([CH3:55])[CH3:54])[NH:31][C:29](=[O:30])[C:28]=3[N:27]=[CH:26]2)[C@H:22]([O:36][CH2:37][CH2:38][OH:39])[C@@H:21]1[OH:40])([C:14]([CH3:15])([CH3:17])[CH3:16])([C:8]1[CH:13]=[CH:12][CH:11]=[CH:10][CH:9]=1)[C:2]1[CH:3]=[CH:4][CH:5]=[CH:6][CH:7]=1. The yield is 0.600.